From a dataset of Catalyst prediction with 721,799 reactions and 888 catalyst types from USPTO. Predict which catalyst facilitates the given reaction. (1) Reactant: [CH2:1]([N:8]1[CH2:13][CH2:12][NH:11][CH:10]([C:14]([F:17])([F:16])[F:15])[CH2:9]1)[C:2]1[CH:7]=[CH:6][CH:5]=[CH:4][CH:3]=1.N1C=CC=CC=1.Cl[C:25]([O:27][CH2:28][CH3:29])=[O:26]. Product: [CH2:1]([N:8]1[CH2:13][CH2:12][N:11]([C:25]([O:27][CH2:28][CH3:29])=[O:26])[CH:10]([C:14]([F:17])([F:15])[F:16])[CH2:9]1)[C:2]1[CH:3]=[CH:4][CH:5]=[CH:6][CH:7]=1. The catalyst class is: 2. (2) Reactant: [NH2:1][CH:2]1[CH2:16][C:5]2([CH2:8][N:7]([C:9]([O:11][C:12]([CH3:15])([CH3:14])[CH3:13])=[O:10])[CH2:6]2)[S:4](=[O:18])(=[O:17])[CH2:3]1.O1CCCC1.[CH:24]1[CH:29]=[CH:28][C:27]([CH2:30][O:31][C:32](Cl)=[O:33])=[CH:26][CH:25]=1. Product: [CH2:30]([O:31][C:32]([NH:1][CH:2]1[CH2:16][C:5]2([CH2:8][N:7]([C:9]([O:11][C:12]([CH3:14])([CH3:15])[CH3:13])=[O:10])[CH2:6]2)[S:4](=[O:17])(=[O:18])[CH2:3]1)=[O:33])[C:27]1[CH:28]=[CH:29][CH:24]=[CH:25][CH:26]=1. The catalyst class is: 170. (3) Reactant: [CH2:1]([CH:8]1[C:14](=[O:15])[C:13](=[N:16]O)[CH:12]2[CH2:18][CH:9]1[CH2:10][CH2:11]2)[C:2]1[CH:7]=[CH:6][CH:5]=[CH:4][N:3]=1.Cl.[H][H]. Product: [CH2:1]([CH:8]1[C:14](=[O:15])[CH:13]([NH2:16])[CH:12]2[CH2:18][CH:9]1[CH2:10][CH2:11]2)[C:2]1[CH:7]=[CH:6][CH:5]=[CH:4][N:3]=1. The catalyst class is: 63. (4) Reactant: [F:1][C:2]1[CH:8]=[C:7]([CH3:9])[C:6]([SH:10])=[CH:5][C:3]=1[NH2:4].[F:11][C:12]([F:16])([F:15])[CH2:13]I.C(=O)([O-])[O-].[K+].[K+].C(S([O-])=O)O.[Na+]. Product: [F:1][C:2]1[CH:8]=[C:7]([CH3:9])[C:6]([S:10][CH2:13][C:12]([F:16])([F:15])[F:11])=[CH:5][C:3]=1[NH2:4]. The catalyst class is: 145. (5) Reactant: [CH3:1][N:2]([CH2:19][C:20]1[O:21][C:22]2[CH:29]=[CH:28][CH:27]=[CH:26][C:23]=2[C:24]=1[CH3:25])[C:3](=[O:18])/[CH:4]=[CH:5]/[C:6]1[CH:17]=[N:16][C:9]2[NH:10][C:11](=[O:15])[CH2:12][NH:13][CH2:14][C:8]=2[CH:7]=1.[ClH:30]. Product: [ClH:30].[CH3:1][N:2]([CH2:19][C:20]1[O:21][C:22]2[CH:29]=[CH:28][CH:27]=[CH:26][C:23]=2[C:24]=1[CH3:25])[C:3](=[O:18])/[CH:4]=[CH:5]/[C:6]1[CH:17]=[N:16][C:9]2[NH:10][C:11](=[O:15])[CH2:12][NH:13][CH2:14][C:8]=2[CH:7]=1. The catalyst class is: 158. (6) Product: [F:13][C:14]1[CH:21]=[CH:20][CH:19]=[C:18]([O:6][CH2:5][C:4]2[CH:3]=[C:2]([F:1])[CH:9]=[C:8]([F:10])[CH:7]=2)[C:15]=1[C:16]#[N:17]. The catalyst class is: 9. Reactant: [F:1][C:2]1[CH:3]=[C:4]([CH:7]=[C:8]([F:10])[CH:9]=1)[CH2:5][OH:6].[H-].[Na+].[F:13][C:14]1[CH:21]=[CH:20][CH:19]=[C:18](F)[C:15]=1[C:16]#[N:17].